This data is from Reaction yield outcomes from USPTO patents with 853,638 reactions. The task is: Predict the reaction yield, written as a fraction of the theoretical maximum amount of product (1.0 means a 100% yield; for example, 0.34 means a 34% yield). The reactants are [NH2:1][C:2]1[CH:12]=[CH:11][C:5]([C:6]([O:8][CH2:9][CH3:10])=[O:7])=[CH:4][N:3]=1.[C:13](O[C:13]([O:15][C:16]([CH3:19])([CH3:18])[CH3:17])=[O:14])([O:15][C:16]([CH3:19])([CH3:18])[CH3:17])=[O:14]. The catalyst is CC(O)(C)C.CC(C)=O.CN(C1C=CN=CC=1)C. The product is [C:16]([O:15][C:13]([N:1]([C:13]([O:15][C:16]([CH3:19])([CH3:18])[CH3:17])=[O:14])[C:2]1[CH:12]=[CH:11][C:5]([C:6]([O:8][CH2:9][CH3:10])=[O:7])=[CH:4][N:3]=1)=[O:14])([CH3:19])([CH3:18])[CH3:17]. The yield is 0.850.